From a dataset of Reaction yield outcomes from USPTO patents with 853,638 reactions. Predict the reaction yield, written as a fraction of the theoretical maximum amount of product (1.0 means a 100% yield; for example, 0.34 means a 34% yield). The reactants are CC(OC(/N=N/C(OC(C)C)=O)=O)C.C1(P(C2C=CC=CC=2)C2C=CC=CC=2)C=CC=CC=1.[CH2:34]([O:36][C:37]([C:39]1[O:40][C:41]2[CH:47]=[CH:46][C:45]([OH:48])=[CH:44][C:42]=2[CH:43]=1)=[O:38])[CH3:35].[F:49][C:50]([F:61])([F:60])[CH:51]1[CH2:56][CH2:55][N:54]([CH2:57][CH2:58]O)[CH2:53][CH2:52]1. The catalyst is C(Cl)Cl. The product is [CH2:34]([O:36][C:37]([C:39]1[O:40][C:41]2[CH:47]=[CH:46][C:45]([O:48][CH2:58][CH2:57][N:54]3[CH2:55][CH2:56][CH:51]([C:50]([F:60])([F:49])[F:61])[CH2:52][CH2:53]3)=[CH:44][C:42]=2[CH:43]=1)=[O:38])[CH3:35]. The yield is 0.620.